Dataset: Full USPTO retrosynthesis dataset with 1.9M reactions from patents (1976-2016). Task: Predict the reactants needed to synthesize the given product. (1) Given the product [N:17]([C:10]1[CH:9]=[C:8]([O:18][CH3:19])[C:7]([O:6][CH3:5])=[CH:12][C:11]=1[C:13]([O:15][CH3:16])=[O:14])=[N+:21]=[N-:22], predict the reactants needed to synthesize it. The reactants are: N([O-])=O.[Na+].[CH3:5][O:6][C:7]1[CH:12]=[C:11]([C:13]([O:15][CH3:16])=[O:14])[C:10]([NH2:17])=[CH:9][C:8]=1[O:18][CH3:19].Cl.[N-:21]=[N+:22]=[N-].[Na+].C([O-])(=O)C.[Na+]. (2) Given the product [NH:30]([C:2]1[N:3]=[C:4]2[CH:24]=[C:23]([C:25]([F:28])([F:27])[F:26])[CH:22]=[N:21][C:5]2=[N:6][C:7]=1[N:8]1[CH2:11][CH:10]([N:12]([CH3:20])[C:13](=[O:19])[O:14][C:15]([CH3:18])([CH3:17])[CH3:16])[CH2:9]1)[NH2:31], predict the reactants needed to synthesize it. The reactants are: Cl[C:2]1[N:3]=[C:4]2[CH:24]=[C:23]([C:25]([F:28])([F:27])[F:26])[CH:22]=[N:21][C:5]2=[N:6][C:7]=1[N:8]1[CH2:11][CH:10]([N:12]([CH3:20])[C:13](=[O:19])[O:14][C:15]([CH3:18])([CH3:17])[CH3:16])[CH2:9]1.O.[NH2:30][NH2:31]. (3) The reactants are: N(C(N1CCCCC1)=O)=NC(N1CCCCC1)=O.[O:19]([CH2:23][C:24]([CH3:53])([CH3:52])[CH2:25][N:26]1[C:32]2[CH:33]=[CH:34][C:35]([Cl:37])=[CH:36][C:31]=2[C@@H:30]([C:38]2[CH:43]=[CH:42][CH:41]=[C:40]([O:44][CH3:45])[C:39]=2[O:46][CH3:47])[O:29][C@H:28]([CH2:48][CH2:49]O)[C:27]1=[O:51])[C:20]([CH3:22])=[O:21].[NH:54]1[C:58]([C:59]([O:61][CH3:62])=[O:60])=[CH:57][CH:56]=[N:55]1.C1(C)C=CC=CC=1. Given the product [C:20]([O:19][CH2:23][C:24]([CH3:52])([CH3:53])[CH2:25][N:26]1[C:32]2[CH:33]=[CH:34][C:35]([Cl:37])=[CH:36][C:31]=2[C@@H:30]([C:38]2[CH:43]=[CH:42][CH:41]=[C:40]([O:44][CH3:45])[C:39]=2[O:46][CH3:47])[O:29][C@H:28]([CH2:48][CH2:49][N:54]2[C:58]([C:59]([O:61][CH3:62])=[O:60])=[CH:57][CH:56]=[N:55]2)[C:27]1=[O:51])(=[O:21])[CH3:22], predict the reactants needed to synthesize it. (4) Given the product [Cl:24][C:19]1[CH:20]=[CH:21][CH:22]=[CH:23][C:18]=1[C:9]1[C:10]([C:11]2[CH:16]=[CH:15][C:14]([Cl:17])=[CH:13][CH:12]=2)=[C:6]2[N:5]=[C:4]([CH3:25])[N:3]=[C:2]([C:31]([O:33][CH2:34][CH3:35])=[CH2:32])[N:7]2[N:8]=1, predict the reactants needed to synthesize it. The reactants are: Cl[C:2]1[N:7]2[N:8]=[C:9]([C:18]3[CH:23]=[CH:22][CH:21]=[CH:20][C:19]=3[Cl:24])[C:10]([C:11]3[CH:16]=[CH:15][C:14]([Cl:17])=[CH:13][CH:12]=3)=[C:6]2[N:5]=[C:4]([CH3:25])[N:3]=1.C([Sn](CCCC)(CCCC)[C:31]([O:33][CH2:34][CH3:35])=[CH2:32])CCC. (5) Given the product [NH2:1][C:2]1[C:7]2=[C:8]([Br:18])[CH:9]=[C:10]([C:11]([O:13][CH2:14][CH2:15][CH2:16][CH3:17])=[O:12])[N:6]2[N:5]=[CH:4][N:3]=1, predict the reactants needed to synthesize it. The reactants are: [NH2:1][C:2]1[C:7]2=[CH:8][CH:9]=[C:10]([C:11]([O:13][CH2:14][CH2:15][CH2:16][CH3:17])=[O:12])[N:6]2[N:5]=[CH:4][N:3]=1.[Br:18]N1C(C)(C)C(=O)N(Br)C1=O. (6) Given the product [CH3:1][O:2][C:3]([C:4]1[CH:5]=[C:6]2[C:7]([CH2:10][C:11](=[O:12])[NH:15]2)=[CH:8][CH:9]=1)=[O:18], predict the reactants needed to synthesize it. The reactants are: [CH3:1][O:2][C:3](=[O:18])[C:4]1[CH:9]=[CH:8][C:7]([CH2:10][C:11](OC)=[O:12])=[C:6]([N+:15]([O-])=O)[CH:5]=1. (7) Given the product [CH:1]([N:4]1[C:13](=[O:14])[CH2:12][Se:6][C:5]1=[N:7][CH:8]([CH3:10])[CH3:9])([CH3:3])[CH3:2], predict the reactants needed to synthesize it. The reactants are: [CH:1]([NH:4][C:5]([NH:7][CH:8]([CH3:10])[CH3:9])=[Se:6])([CH3:3])[CH3:2].Cl[CH2:12][C:13](Cl)=[O:14].N1C=CC=CC=1.